Dataset: Reaction yield outcomes from USPTO patents with 853,638 reactions. Task: Predict the reaction yield, written as a fraction of the theoretical maximum amount of product (1.0 means a 100% yield; for example, 0.34 means a 34% yield). (1) The yield is 0.780. The product is [CH3:31][O:30][C:29]1[C:24]([O:12][CH2:11][CH2:10][CH2:9][C:8]2[C:4]([CH2:1][CH2:2][CH3:3])=[N:5][N:6]([C:13]3[CH:18]=[CH:17][C:16]([C:19]([F:21])([F:20])[F:22])=[CH:15][N:14]=3)[CH:7]=2)=[C:25]([CH2:32][C:33]([OH:35])=[O:34])[CH:26]=[CH:27][CH:28]=1. The catalyst is O1CCCC1. The reactants are [CH2:1]([C:4]1[C:8]([CH2:9][CH2:10][CH2:11][OH:12])=[CH:7][N:6]([C:13]2[CH:18]=[CH:17][C:16]([C:19]([F:22])([F:21])[F:20])=[CH:15][N:14]=2)[N:5]=1)[CH2:2][CH3:3].O[C:24]1[C:29]([O:30][CH3:31])=[CH:28][CH:27]=[CH:26][C:25]=1[CH2:32][C:33]([O:35]C)=[O:34].C(P(CCCC)CCCC)CCC.N(C(N1CCCCC1)=O)=NC(N1CCCCC1)=O. (2) The reactants are [F:1][C:2]1[CH:7]=[CH:6][CH:5]=[CH:4][C:3]=1[N:8]1[C:12]([CH2:13][O:14][C:15]2[CH:23]=[CH:22][C:18]([C:19]([OH:21])=O)=[CH:17][N:16]=2)=[C:11]([CH3:24])[N:10]=[N:9]1.FC1C=[CH:30][C:29]([N:32]2C(COC3C=CC(C(O)=O)=CN=3)=C(C)N=N2)=[CH:28]C=1. No catalyst specified. The product is [F:1][C:2]1[CH:7]=[CH:6][CH:5]=[CH:4][C:3]=1[N:8]1[C:12]([CH2:13][O:14][C:15]2[CH:23]=[CH:22][C:18]([C:19]([NH:32][CH:29]([CH3:30])[CH3:28])=[O:21])=[CH:17][N:16]=2)=[C:11]([CH3:24])[N:10]=[N:9]1. The yield is 0.780. (3) The reactants are [CH:1]([C@H:14]1[CH2:19][C@@H:18]([NH2:20])[CH2:17][CH2:16][O:15]1)([C:8]1[CH:13]=[CH:12][CH:11]=[CH:10][CH:9]=1)[C:2]1[CH:7]=[CH:6][CH:5]=[CH:4][CH:3]=1.[F:21][C:22]1[CH:29]=[CH:28][C:25]([CH:26]=O)=[CH:24][CH:23]=1.C(O)(=O)C.[BH3-]C#N.[Na+].C([O-])(O)=O.[Na+]. The catalyst is ClCCCl.CO.O. The product is [CH:1]([C@H:14]1[CH2:19][C@@H:18]([NH:20][CH2:26][C:25]2[CH:28]=[CH:29][C:22]([F:21])=[CH:23][CH:24]=2)[CH2:17][CH2:16][O:15]1)([C:8]1[CH:13]=[CH:12][CH:11]=[CH:10][CH:9]=1)[C:2]1[CH:3]=[CH:4][CH:5]=[CH:6][CH:7]=1. The yield is 0.726. (4) The reactants are [OH:1][CH:2]1[CH2:7][N:6]([C:8]([O:10][C:11]([CH3:14])([CH3:13])[CH3:12])=[O:9])[CH2:5][CH:4]([C:15]([O:17][CH3:18])=[O:16])[CH2:3]1.CC(OI1(OC(C)=O)(OC(C)=O)OC(=O)C2C=CC=CC1=2)=O. The catalyst is C(Cl)Cl. The product is [O:1]=[C:2]1[CH2:7][N:6]([C:8]([O:10][C:11]([CH3:12])([CH3:13])[CH3:14])=[O:9])[CH2:5][CH:4]([C:15]([O:17][CH3:18])=[O:16])[CH2:3]1. The yield is 0.610. (5) The reactants are [Cl:1][C:2]1[CH:3]=[C:4]([NH:17][C:18]2[C:27]3[C:22](=[CH:23][CH:24]=[C:25]([NH2:28])[CH:26]=3)[N:21]=[CH:20][N:19]=2)[CH:5]=[CH:6][C:7]=1[O:8][CH2:9][C:10]1[CH:15]=[CH:14][CH:13]=[C:12]([F:16])[CH:11]=1.C1C[O:32][CH2:31]C1.[NH2:34][CH:35]1[CH2:39][CH2:38]C[CH:36]1[OH:40]. The catalyst is C(Cl)Cl. The product is [Cl:1][C:2]1[CH:3]=[C:4]([NH:17][C:18]2[C:27]3[C:22](=[CH:23][CH:24]=[C:25]([NH:28][C:31]4[O:32][CH:39]5[CH2:38][O:40][CH2:36][CH:35]5[N:34]=4)[CH:26]=3)[N:21]=[CH:20][N:19]=2)[CH:5]=[CH:6][C:7]=1[O:8][CH2:9][C:10]1[CH:15]=[CH:14][CH:13]=[C:12]([F:16])[CH:11]=1. The yield is 0.650. (6) The reactants are [CH3:1][N:2]1[CH:6]=[CH:5][N:4]=[CH:3]1.[Li]CCCC.C([C:14]1[CH:15]=[CH:16][C:17]([NH2:24])=[C:18]([S:20]([NH2:23])(=[O:22])=[O:21])[CH:19]=1)#N.C(N(CC(O)=O)CC(O)=O)CN(CC(O)=O)CC(O)=O.[OH-].[Na+]. The catalyst is C1COCC1.CO.C(Cl)Cl.[Cl-].[Cl-].[Zn+2].C1C=CC([P]([Pd]([P](C2C=CC=CC=2)(C2C=CC=CC=2)C2C=CC=CC=2)([P](C2C=CC=CC=2)(C2C=CC=CC=2)C2C=CC=CC=2)[P](C2C=CC=CC=2)(C2C=CC=CC=2)C2C=CC=CC=2)(C2C=CC=CC=2)C2C=CC=CC=2)=CC=1. The product is [NH2:24][C:17]1[CH:16]=[CH:15][C:14]([C:3]2[N:2]([CH3:1])[CH:6]=[CH:5][N:4]=2)=[CH:19][C:18]=1[S:20]([NH2:23])(=[O:21])=[O:22]. The yield is 0.750. (7) The reactants are [NH4+:1].C([O-])(=O)C.ClC(Cl)(Cl)[C:8]([NH:10][C:11]1[CH:16]=[CH:15][C:14]([C:17](=[O:25])[C:18]2[CH:23]=[CH:22][C:21]([F:24])=[CH:20][CH:19]=2)=[CH:13][C:12]=1[C:26](=O)[C:27]1[CH:32]=[CH:31][CH:30]=[C:29]([Cl:33])[CH:28]=1)=[O:9].O. The catalyst is CS(C)=O. The product is [Cl:33][C:29]1[CH:28]=[C:27]([C:26]2[C:12]3[C:11](=[CH:16][CH:15]=[C:14]([C:17](=[O:25])[C:18]4[CH:23]=[CH:22][C:21]([F:24])=[CH:20][CH:19]=4)[CH:13]=3)[NH:10][C:8](=[O:9])[N:1]=2)[CH:32]=[CH:31][CH:30]=1. The yield is 0.720.